From a dataset of Reaction yield outcomes from USPTO patents with 853,638 reactions. Predict the reaction yield, written as a fraction of the theoretical maximum amount of product (1.0 means a 100% yield; for example, 0.34 means a 34% yield). The reactants are [Cl-].O[NH3+:3].[C:4](=[O:7])([O-])[OH:5].[Na+].CS(C)=O.[F:13][C:14]1[CH:15]=[C:16]([C:41]2[C:42]([C:47]#[N:48])=[CH:43][CH:44]=[CH:45][CH:46]=2)[CH:17]=[CH:18][C:19]=1[CH2:20][C:21]1[C:26](=[O:27])[N:25]([C:28]2[CH:33]=[CH:32][C:31]([O:34][CH:35]=[CH2:36])=[CH:30][CH:29]=2)[C:24]([CH3:37])=[N:23][C:22]=1[CH2:38][CH2:39][CH3:40]. The catalyst is C(OCC)(=O)C. The product is [F:13][C:14]1[CH:15]=[C:16]([C:41]2[CH:46]=[CH:45][CH:44]=[CH:43][C:42]=2[C:47]2[NH:3][C:4](=[O:7])[O:5][N:48]=2)[CH:17]=[CH:18][C:19]=1[CH2:20][C:21]1[C:26](=[O:27])[N:25]([C:28]2[CH:33]=[CH:32][C:31]([O:34][CH:35]=[CH2:36])=[CH:30][CH:29]=2)[C:24]([CH3:37])=[N:23][C:22]=1[CH2:38][CH2:39][CH3:40]. The yield is 0.670.